From a dataset of Catalyst prediction with 721,799 reactions and 888 catalyst types from USPTO. Predict which catalyst facilitates the given reaction. (1) Reactant: [F:1][C:2]1[CH:7]=[CH:6][C:5]([NH:8][CH:9]2[CH2:14][CH2:13][N:12]([C:15](=[O:25])[CH2:16][C:17]3[CH:24]=[CH:23][C:20]([CH:21]=O)=[CH:19][CH:18]=3)[CH2:11][CH2:10]2)=[CH:4][CH:3]=1.[CH3:26][C@@H:27]1[CH2:32][NH:31][CH2:30][C@H:29]([CH3:33])[N:28]1[C:34]([O:36][C:37]([CH3:40])([CH3:39])[CH3:38])=[O:35].C(O[BH-](OC(=O)C)OC(=O)C)(=O)C.[Na+].C([O-])(O)=O.[Na+]. Product: [F:1][C:2]1[CH:3]=[CH:4][C:5]([NH:8][CH:9]2[CH2:10][CH2:11][N:12]([C:15](=[O:25])[CH2:16][C:17]3[CH:18]=[CH:19][C:20]([CH2:21][N:31]4[CH2:32][C@H:27]([CH3:26])[N:28]([C:34]([O:36][C:37]([CH3:38])([CH3:40])[CH3:39])=[O:35])[C@H:29]([CH3:33])[CH2:30]4)=[CH:23][CH:24]=3)[CH2:13][CH2:14]2)=[CH:6][CH:7]=1. The catalyst class is: 26. (2) Reactant: [CH3:1][C:2]1[N:3]=[CH:4][O:5][C:6]=1[C:7]1[CH:12]=[CH:11][CH:10]=[C:9]([N+:13]([O-])=O)[CH:8]=1. Product: [CH3:1][C:2]1[N:3]=[CH:4][O:5][C:6]=1[C:7]1[CH:8]=[C:9]([CH:10]=[CH:11][CH:12]=1)[NH2:13]. The catalyst class is: 19. (3) Product: [Cl:30][C:20]1[N:21]([CH2:24][CH2:25][O:26][C:27](=[O:29])[CH3:28])[C:22](=[O:23])[C:17]([NH:16][CH2:15][CH2:14][CH:9]2[CH2:10][CH2:11][CH2:12][CH2:13][NH:8]2)=[N:18][CH:19]=1. The catalyst class is: 4. Reactant: C(OC([N:8]1[CH2:13][CH2:12][CH2:11][CH2:10][CH:9]1[CH2:14][CH2:15][NH:16][C:17]1[C:22](=[O:23])[N:21]([CH2:24][CH2:25][O:26][C:27](=[O:29])[CH3:28])[C:20]([Cl:30])=[CH:19][N:18]=1)=O)(C)(C)C.C(O)(C(F)(F)F)=O.C1(C)C=CC=CC=1. (4) Reactant: O[CH:2]1[CH2:6][CH:5]([C:7]([O:9][CH2:10][CH3:11])=[O:8])[CH:4]([CH3:12])[CH2:3]1.N1C=CC=CC=1.CS(Cl)(=O)=O.[NH2:24][C:25]1[CH:30]=[CH:29][CH:28]=[CH:27][CH:26]=1. Product: [CH3:12][C@@H:4]1[CH2:3][C@@H:2]([NH:24][C:25]2[CH:30]=[CH:29][CH:28]=[CH:27][CH:26]=2)[CH2:6][C@@H:5]1[C:7]([O:9][CH2:10][CH3:11])=[O:8].[CH3:12][C@H:4]1[CH2:3][C@H:2]([NH:24][C:25]2[CH:30]=[CH:29][CH:28]=[CH:27][CH:26]=2)[CH2:6][C@H:5]1[C:7]([O:9][CH2:10][CH3:11])=[O:8].[NH2:24][C:25]1[CH:30]=[CH:29][CH:28]=[CH:27][CH:26]=1. The catalyst class is: 1. (5) Reactant: [C:1]([C:5]1[CH:9]=[C:8]([NH:10][C:11]([NH:13][C:14]2[C:23]3[C:18](=[CH:19][CH:20]=[CH:21][CH:22]=3)[C:17]([O:24][C:25]3[CH:30]=[CH:29][N:28]=[C:27](Cl)[N:26]=3)=[CH:16][CH:15]=2)=[O:12])[N:7]([C:32]2[CH:37]=[CH:36][C:35]([P:38]([CH3:41])([CH3:40])=[O:39])=[CH:34][CH:33]=2)[N:6]=1)([CH3:4])([CH3:3])[CH3:2].[CH3:42][NH:43][CH2:44][CH2:45][CH2:46][OH:47]. Product: [C:1]([C:5]1[CH:9]=[C:8]([NH:10][C:11]([NH:13][C:14]2[C:23]3[C:18](=[CH:19][CH:20]=[CH:21][CH:22]=3)[C:17]([O:24][C:25]3[CH:30]=[CH:29][N:28]=[C:27]([N:43]([CH2:44][CH2:45][CH2:46][OH:47])[CH3:42])[N:26]=3)=[CH:16][CH:15]=2)=[O:12])[N:7]([C:32]2[CH:37]=[CH:36][C:35]([P:38]([CH3:41])([CH3:40])=[O:39])=[CH:34][CH:33]=2)[N:6]=1)([CH3:4])([CH3:3])[CH3:2]. The catalyst class is: 12.